Dataset: Reaction yield outcomes from USPTO patents with 853,638 reactions. Task: Predict the reaction yield, written as a fraction of the theoretical maximum amount of product (1.0 means a 100% yield; for example, 0.34 means a 34% yield). (1) The reactants are [OH:1][C@@H:2]1[CH2:6][CH2:5][N:4](C(OC(C)(C)C)=O)[CH2:3]1.[Cl:14][C:15]1[CH:20]=[CH:19][CH:18]=[CH:17][C:16]=1O. No catalyst specified. The product is [ClH:14].[Cl:14][C:15]1[CH:20]=[CH:19][CH:18]=[CH:17][C:16]=1[O:1][C@H:2]1[CH2:6][CH2:5][NH:4][CH2:3]1. The yield is 0.540. (2) The product is [N+:1]([C:4]1[CH:5]=[C:6]([S:10]([CH2:13][CH2:14][O:15][C:16](=[O:35])[CH2:17][CH2:18][CH2:19][CH2:20][CH2:21][NH:22][C:23](=[O:34])[CH2:24][O:25][C:26]2[CH:31]=[C:30]([CH3:32])[C:29]([S:37]([Cl:36])(=[O:39])=[O:38])=[C:28]([CH3:33])[CH:27]=2)(=[O:12])=[O:11])[CH:7]=[CH:8][CH:9]=1)([O-:3])=[O:2]. The yield is 0.400. The reactants are [N+:1]([C:4]1[CH:5]=[C:6]([S:10]([CH2:13][CH2:14][O:15][C:16](=[O:35])[CH2:17][CH2:18][CH2:19][CH2:20][CH2:21][NH:22][C:23](=[O:34])[CH2:24][O:25][C:26]2[CH:31]=[C:30]([CH3:32])[CH:29]=[C:28]([CH3:33])[CH:27]=2)(=[O:12])=[O:11])[CH:7]=[CH:8][CH:9]=1)([O-:3])=[O:2].[Cl:36][S:37](O)(=[O:39])=[O:38]. The catalyst is C(Cl)Cl. (3) The reactants are [N:1]1[CH:6]=[CH:5][C:4]([N:7]2[CH2:12][CH2:11][CH2:10][CH:9]([CH2:13][NH:14]C(=O)OC(C)(C)C)[CH2:8]2)=[CH:3][CH:2]=1.C([Cl:25])(=O)C. The catalyst is C(O)C.C(OCC)C. The product is [ClH:25].[ClH:25].[N:1]1[CH:6]=[CH:5][C:4]([N:7]2[CH2:12][CH2:11][CH2:10][CH:9]([CH2:13][NH2:14])[CH2:8]2)=[CH:3][CH:2]=1. The yield is 0.790. (4) The reactants are [CH3:1][O:2][C:3]1[CH:4]=[C:5]2[C:10](=[CH:11][C:12]=1[O:13][CH3:14])[N:9]=[CH:8][CH:7]=[C:6]2[S:15][C:16]1[S:20][C:19]([NH2:21])=[CH:18][CH:17]=1.[C:22]1([N:28]=[C:29]=[O:30])[CH:27]=[CH:26][CH:25]=[CH:24][CH:23]=1.C(OCC)(=O)C.O. The catalyst is CN(C)C=O.CO. The product is [CH3:1][O:2][C:3]1[CH:4]=[C:5]2[C:10](=[CH:11][C:12]=1[O:13][CH3:14])[N:9]=[CH:8][CH:7]=[C:6]2[S:15][C:16]1[S:20][C:19]([NH:21][C:29]([NH:28][C:22]2[CH:27]=[CH:26][CH:25]=[CH:24][CH:23]=2)=[O:30])=[CH:18][CH:17]=1. The yield is 0.480. (5) The reactants are [H-].[Na+].N#N.[F:5][C:6]([F:13])([F:12])[C:7]1[CH:11]=[CH:10][NH:9][N:8]=1.O([C:16]1[CH:23]=[CH:22][C:19](CCl)=CC=1)C.[CH3:24][N:25](C=O)C. The catalyst is CCCCCC. The product is [CH:23]1([CH2:16][N:9]2[C:10]([CH2:24][NH2:25])=[CH:11][C:7]([C:6]([F:13])([F:12])[F:5])=[N:8]2)[CH2:19][CH2:22]1. The yield is 0.700.